This data is from NCI-60 drug combinations with 297,098 pairs across 59 cell lines. The task is: Regression. Given two drug SMILES strings and cell line genomic features, predict the synergy score measuring deviation from expected non-interaction effect. (1) Drug 1: CC1C(C(=O)NC(C(=O)N2CCCC2C(=O)N(CC(=O)N(C(C(=O)O1)C(C)C)C)C)C(C)C)NC(=O)C3=C4C(=C(C=C3)C)OC5=C(C(=O)C(=C(C5=N4)C(=O)NC6C(OC(=O)C(N(C(=O)CN(C(=O)C7CCCN7C(=O)C(NC6=O)C(C)C)C)C)C(C)C)C)N)C. Drug 2: CC1=C2C(C(=O)C3(C(CC4C(C3C(C(C2(C)C)(CC1OC(=O)C(C(C5=CC=CC=C5)NC(=O)OC(C)(C)C)O)O)OC(=O)C6=CC=CC=C6)(CO4)OC(=O)C)O)C)O. Cell line: PC-3. Synergy scores: CSS=-0.266, Synergy_ZIP=4.01, Synergy_Bliss=6.62, Synergy_Loewe=-0.968, Synergy_HSA=-1.41. (2) Drug 1: C1=CC(=CC=C1CCC2=CNC3=C2C(=O)NC(=N3)N)C(=O)NC(CCC(=O)O)C(=O)O. Drug 2: C1C(C(OC1N2C=NC(=NC2=O)N)CO)O. Cell line: CCRF-CEM. Synergy scores: CSS=72.2, Synergy_ZIP=2.46, Synergy_Bliss=1.32, Synergy_Loewe=6.95, Synergy_HSA=8.11. (3) Drug 1: C1=NC2=C(N1)C(=S)N=C(N2)N. Drug 2: CC1C(C(=O)NC(C(=O)N2CCCC2C(=O)N(CC(=O)N(C(C(=O)O1)C(C)C)C)C)C(C)C)NC(=O)C3=C4C(=C(C=C3)C)OC5=C(C(=O)C(=C(C5=N4)C(=O)NC6C(OC(=O)C(N(C(=O)CN(C(=O)C7CCCN7C(=O)C(NC6=O)C(C)C)C)C)C(C)C)C)N)C. Cell line: EKVX. Synergy scores: CSS=39.4, Synergy_ZIP=7.29, Synergy_Bliss=11.0, Synergy_Loewe=10.6, Synergy_HSA=10.6. (4) Drug 1: CN(C)N=NC1=C(NC=N1)C(=O)N. Drug 2: CC1=C(C(=O)C2=C(C1=O)N3CC4C(C3(C2COC(=O)N)OC)N4)N. Cell line: SK-MEL-28. Synergy scores: CSS=20.4, Synergy_ZIP=-5.17, Synergy_Bliss=1.14, Synergy_Loewe=-38.2, Synergy_HSA=-0.0446. (5) Cell line: K-562. Drug 2: CC1C(C(CC(O1)OC2CC(OC(C2O)C)OC3=CC4=CC5=C(C(=O)C(C(C5)C(C(=O)C(C(C)O)O)OC)OC6CC(C(C(O6)C)O)OC7CC(C(C(O7)C)O)OC8CC(C(C(O8)C)O)(C)O)C(=C4C(=C3C)O)O)O)O. Drug 1: CCC1(CC2CC(C3=C(CCN(C2)C1)C4=CC=CC=C4N3)(C5=C(C=C6C(=C5)C78CCN9C7C(C=CC9)(C(C(C8N6C=O)(C(=O)OC)O)OC(=O)C)CC)OC)C(=O)OC)O.OS(=O)(=O)O. Synergy scores: CSS=35.7, Synergy_ZIP=2.04, Synergy_Bliss=-2.05, Synergy_Loewe=-2.30, Synergy_HSA=-5.63. (6) Drug 2: CC1C(C(CC(O1)OC2CC(CC3=C2C(=C4C(=C3O)C(=O)C5=CC=CC=C5C4=O)O)(C(=O)C)O)N)O. Synergy scores: CSS=45.3, Synergy_ZIP=0.872, Synergy_Bliss=1.30, Synergy_Loewe=-26.6, Synergy_HSA=3.24. Cell line: HOP-62. Drug 1: C1C(C(OC1N2C=NC(=NC2=O)N)CO)O. (7) Drug 1: C1=CC(=CC=C1CCC2=CNC3=C2C(=O)NC(=N3)N)C(=O)NC(CCC(=O)O)C(=O)O. Drug 2: COC1=CC(=CC(=C1O)OC)C2C3C(COC3=O)C(C4=CC5=C(C=C24)OCO5)OC6C(C(C7C(O6)COC(O7)C8=CC=CS8)O)O. Cell line: EKVX. Synergy scores: CSS=34.5, Synergy_ZIP=-5.64, Synergy_Bliss=1.42, Synergy_Loewe=1.23, Synergy_HSA=0.474. (8) Drug 1: C1CCC(C(C1)N)N.C(=O)(C(=O)[O-])[O-].[Pt+4]. Drug 2: C1CN(P(=O)(OC1)NCCCl)CCCl. Cell line: UO-31. Synergy scores: CSS=-3.59, Synergy_ZIP=-8.94, Synergy_Bliss=-27.2, Synergy_Loewe=-26.6, Synergy_HSA=-34.7. (9) Drug 1: C(=O)(N)NO. Drug 2: COC1=NC(=NC2=C1N=CN2C3C(C(C(O3)CO)O)O)N. Cell line: NCIH23. Synergy scores: CSS=-0.343, Synergy_ZIP=2.87, Synergy_Bliss=2.85, Synergy_Loewe=-7.04, Synergy_HSA=-5.74. (10) Drug 1: CC1=C(C(CCC1)(C)C)C=CC(=CC=CC(=CC(=O)O)C)C. Drug 2: CCC(=C(C1=CC=CC=C1)C2=CC=C(C=C2)OCCN(C)C)C3=CC=CC=C3.C(C(=O)O)C(CC(=O)O)(C(=O)O)O. Cell line: OVCAR3. Synergy scores: CSS=4.15, Synergy_ZIP=2.69, Synergy_Bliss=-2.97, Synergy_Loewe=-5.61, Synergy_HSA=-4.10.